This data is from NCI-60 drug combinations with 297,098 pairs across 59 cell lines. The task is: Regression. Given two drug SMILES strings and cell line genomic features, predict the synergy score measuring deviation from expected non-interaction effect. Drug 1: CC1=C(C=C(C=C1)NC(=O)C2=CC=C(C=C2)CN3CCN(CC3)C)NC4=NC=CC(=N4)C5=CN=CC=C5. Drug 2: COCCOC1=C(C=C2C(=C1)C(=NC=N2)NC3=CC=CC(=C3)C#C)OCCOC.Cl. Cell line: DU-145. Synergy scores: CSS=0.00900, Synergy_ZIP=-2.69, Synergy_Bliss=-2.93, Synergy_Loewe=-6.71, Synergy_HSA=-3.85.